This data is from Full USPTO retrosynthesis dataset with 1.9M reactions from patents (1976-2016). The task is: Predict the reactants needed to synthesize the given product. (1) Given the product [F:26][C:22]1[C:21]([OH:27])=[C:20]([NH:19][C:15](=[O:17])[CH2:14][C:9]2[NH:10][C:11](=[O:13])[CH:12]=[C:7]([N:1]3[CH2:2][CH2:3][O:4][CH2:5][CH2:6]3)[N:8]=2)[CH:25]=[CH:24][CH:23]=1, predict the reactants needed to synthesize it. The reactants are: [N:1]1([C:7]2[N:8]=[C:9]([CH2:14][C:15]([O-:17])=O)[NH:10][C:11](=[O:13])[CH:12]=2)[CH2:6][CH2:5][O:4][CH2:3][CH2:2]1.[Na+].[NH2:19][C:20]1[CH:25]=[CH:24][CH:23]=[C:22]([F:26])[C:21]=1[OH:27].Cl.CN(C)CCCN=C=NCC. (2) The reactants are: FC(F)(F)C(O)=O.[CH3:8][O:9][C:10](=[O:30])[CH2:11][C:12]1[C:21]([CH3:22])=[C:20]([CH:23]2[CH2:28][CH2:27][NH:26][CH2:25][CH2:24]2)[C:19]2[C:14](=[CH:15][CH:16]=[C:17]([F:29])[CH:18]=2)[CH:13]=1.C(N(CC)C(C)C)(C)C.[N:40]1([S:45](Cl)(=[O:47])=[O:46])[CH2:44][CH2:43][CH2:42][CH2:41]1. Given the product [CH3:8][O:9][C:10](=[O:30])[CH2:11][C:12]1[C:21]([CH3:22])=[C:20]([CH:23]2[CH2:24][CH2:25][N:26]([S:45]([N:40]3[CH2:44][CH2:43][CH2:42][CH2:41]3)(=[O:47])=[O:46])[CH2:27][CH2:28]2)[C:19]2[C:14](=[CH:15][CH:16]=[C:17]([F:29])[CH:18]=2)[CH:13]=1, predict the reactants needed to synthesize it.